Regression. Given a peptide amino acid sequence and an MHC pseudo amino acid sequence, predict their binding affinity value. This is MHC class I binding data. From a dataset of Peptide-MHC class I binding affinity with 185,985 pairs from IEDB/IMGT. (1) The peptide sequence is GEIGIRNWL. The MHC is HLA-A26:03 with pseudo-sequence HLA-A26:03. The binding affinity (normalized) is 0.0847. (2) The peptide sequence is TYLYNKYSF. The MHC is HLA-A31:01 with pseudo-sequence HLA-A31:01. The binding affinity (normalized) is 0.0847. (3) The peptide sequence is GVVITWIGM. The MHC is HLA-A26:01 with pseudo-sequence HLA-A26:01. The binding affinity (normalized) is 0.0620.